This data is from Catalyst prediction with 721,799 reactions and 888 catalyst types from USPTO. The task is: Predict which catalyst facilitates the given reaction. (1) The catalyst class is: 108. Reactant: I[C:2]1[C:10]2[C:5](=[N:6][CH:7]=[N:8][C:9]=2[NH2:11])[N:4]([CH:12]2[CH2:17][CH2:16][CH:15]([N:18]3[CH2:23][CH2:22][N:21]([CH3:24])[CH2:20][CH2:19]3)[CH2:14][CH2:13]2)[N:3]=1.CC1(C)C(C)(C)OB([C:33]2[CH:38]=[CH:37][C:36]([NH:39][C:40]3[O:41][C:42]4[CH:48]=[CH:47][C:46]([CH2:49][CH3:50])=[CH:45][C:43]=4[N:44]=3)=[CH:35][CH:34]=2)O1.C(=O)([O-])[O-].[Na+].[Na+]. Product: [NH2:11][C:9]1[N:8]=[CH:7][N:6]=[C:5]2[N:4]([C@H:12]3[CH2:17][CH2:16][C@@H:15]([N:18]4[CH2:23][CH2:22][N:21]([CH3:24])[CH2:20][CH2:19]4)[CH2:14][CH2:13]3)[N:3]=[C:2]([C:33]3[CH:38]=[CH:37][C:36]([NH:39][C:40]4[O:41][C:42]5[CH:48]=[CH:47][C:46]([CH2:49][CH3:50])=[CH:45][C:43]=5[N:44]=4)=[CH:35][CH:34]=3)[C:10]=12. (2) Reactant: [Cl:1][C:2]1[CH:3]=[C:4]2[N:26]([CH2:27][O:28][CH2:29][CH2:30][Si:31]([CH3:34])([CH3:33])[CH3:32])[C:25]([O:35][C@H:36]3[CH2:45][O:44][C@H:43]4[C@@H:38]([O:39][CH:40]([C:46]5[CH:51]=[CH:50][CH:49]=[CH:48][CH:47]=5)[O:41][CH2:42]4)[CH2:37]3)=[N:24][C:5]2=[N:6][C:7]=1[C:8]1[CH:13]=[CH:12][C:11]([C:14]2[CH:19]=[CH:18][C:17]([C:20]([O:22]C)=[O:21])=[CH:16][CH:15]=2)=[CH:10][CH:9]=1.[OH-].[Na+].Cl. Product: [Cl:1][C:2]1[CH:3]=[C:4]2[N:26]([CH2:27][O:28][CH2:29][CH2:30][Si:31]([CH3:34])([CH3:33])[CH3:32])[C:25]([O:35][C@H:36]3[CH2:45][O:44][C@H:43]4[C@@H:38]([O:39][CH:40]([C:46]5[CH:51]=[CH:50][CH:49]=[CH:48][CH:47]=5)[O:41][CH2:42]4)[CH2:37]3)=[N:24][C:5]2=[N:6][C:7]=1[C:8]1[CH:13]=[CH:12][C:11]([C:14]2[CH:19]=[CH:18][C:17]([C:20]([OH:22])=[O:21])=[CH:16][CH:15]=2)=[CH:10][CH:9]=1. The catalyst class is: 20. (3) Reactant: [CH2:1]([O:3][C:4](=[O:17])/[CH:5]=[C:6](/[O:8][C:9]1[CH:14]=[CH:13][CH:12]=[C:11]([F:15])[C:10]=1[F:16])\[CH3:7])[CH3:2].[Br:18]N1C(=O)CCC1=O.C(OOC(=O)C1C=CC=CC=1)(=O)C1C=CC=CC=1. Product: [CH2:1]([O:3][C:4](=[O:17])/[CH:5]=[C:6](/[O:8][C:9]1[CH:14]=[CH:13][CH:12]=[C:11]([F:15])[C:10]=1[F:16])\[CH2:7][Br:18])[CH3:2]. The catalyst class is: 53. (4) Reactant: CN(C)CCCNC(C1C=C(C2C=CC(CSCCOC3C=CC=CC=3)=CC=2)C=CC=1)=O.[O:33]([CH2:40][CH2:41][S:42][CH2:43][C:44]1[CH:45]=[C:46]([C:50]2[CH:55]=[CH:54][C:53]([C:56]([OH:58])=O)=[CH:52][CH:51]=2)[CH:47]=[CH:48][CH:49]=1)[C:34]1[CH:39]=[CH:38][CH:37]=[CH:36][CH:35]=1.[CH3:59][N:60]([CH3:66])[CH2:61][CH2:62][CH2:63][CH2:64][NH2:65]. Product: [CH3:59][N:60]([CH3:66])[CH2:61][CH2:62][CH2:63][CH2:64][NH:65][C:56]([C:53]1[CH:54]=[CH:55][C:50]([C:46]2[CH:47]=[CH:48][CH:49]=[C:44]([CH2:43][S:42][CH2:41][CH2:40][O:33][C:34]3[CH:35]=[CH:36][CH:37]=[CH:38][CH:39]=3)[CH:45]=2)=[CH:51][CH:52]=1)=[O:58]. The catalyst class is: 1. (5) Reactant: [I:1]N1C(=O)CCC1=O.[CH3:9][N:10]1[C:14]([C:15]2[CH:20]=[CH:19][C:18]([C:21]([F:24])([F:23])[F:22])=[CH:17][N:16]=2)=[CH:13][CH:12]=[N:11]1. Product: [I:1][C:13]1[CH:12]=[N:11][N:10]([CH3:9])[C:14]=1[C:15]1[CH:20]=[CH:19][C:18]([C:21]([F:24])([F:22])[F:23])=[CH:17][N:16]=1. The catalyst class is: 15. (6) Reactant: [CH2:1]([O:3][C:4](=[O:19])[NH:5][C:6]1[CH:7]=[CH:8][C:9]2[C:15](=[O:16])[CH2:14][CH2:13][CH2:12][CH2:11][C:10]=2[C:17]=1[F:18])[CH3:2].[Li].CC(C)([O-])C.C(O[C@@H]([CH2:33][NH:34][C:35](=[O:37])[CH3:36])CCl)(=O)C. Product: [F:18][C:17]1[C:10]2[CH2:11][CH2:12][CH2:13][CH2:14][C:15](=[O:16])[C:9]=2[CH:8]=[CH:7][C:6]=1[N:5]1[CH2:2][C@H:1]([CH2:33][NH:34][C:35](=[O:37])[CH3:36])[O:3][C:4]1=[O:19]. The catalyst class is: 405. (7) The catalyst class is: 8. Product: [CH3:38][O:39][C:40]1[N:45]=[CH:44][C:43]([C:9]2[CH:18]=[CH:17][C:16]3[N:15]=[CH:14][C:13]4[CH2:19][N:20]([CH3:37])[C:21](=[O:36])[N:22]([CH:23]5[CH2:28][CH2:27][N:26]([C:29]([O:31][C:32]([CH3:35])([CH3:34])[CH3:33])=[O:30])[CH2:25][CH2:24]5)[C:12]=4[C:11]=3[N:10]=2)=[CH:42][CH:41]=1. Reactant: C1(C)C=CC=CC=1.Cl[C:9]1[CH:18]=[CH:17][C:16]2[N:15]=[CH:14][C:13]3[CH2:19][N:20]([CH3:37])[C:21](=[O:36])[N:22]([CH:23]4[CH2:28][CH2:27][N:26]([C:29]([O:31][C:32]([CH3:35])([CH3:34])[CH3:33])=[O:30])[CH2:25][CH2:24]4)[C:12]=3[C:11]=2[N:10]=1.[CH3:38][O:39][C:40]1[N:45]=[CH:44][C:43](B(O)O)=[CH:42][CH:41]=1.C(=O)([O-])[O-].[Na+].[Na+]. (8) Reactant: [F:1][C:2]1[CH:11]=[C:10]([NH:12][S:13]([C:16]2[CH:21]=[CH:20][C:19]([C:22]3[CH:27]=[CH:26][N:25]=[C:24]([CH:28]([CH3:30])[CH3:29])[CH:23]=3)=[CH:18][N:17]=2)(=[O:15])=[O:14])[C:9]([F:31])=[CH:8][C:3]=1[C:4]([O:6]C)=[O:5].[OH-].[Li+].Cl. Product: [F:1][C:2]1[CH:11]=[C:10]([NH:12][S:13]([C:16]2[CH:21]=[CH:20][C:19]([C:22]3[CH:27]=[CH:26][N:25]=[C:24]([CH:28]([CH3:29])[CH3:30])[CH:23]=3)=[CH:18][N:17]=2)(=[O:15])=[O:14])[C:9]([F:31])=[CH:8][C:3]=1[C:4]([OH:6])=[O:5]. The catalyst class is: 5.